This data is from Full USPTO retrosynthesis dataset with 1.9M reactions from patents (1976-2016). The task is: Predict the reactants needed to synthesize the given product. (1) Given the product [Si:19]([O:26][CH2:27][C:28]1[CH:29]=[C:30]2[C:35](=[CH:36][CH:37]=1)[CH:34]=[C:33]([CH2:38][CH2:39][CH2:40][N:4]([CH2:5][CH2:6][CH3:7])[CH2:1][CH2:2][CH3:3])[CH:32]=[CH:31]2)([C:22]([CH3:25])([CH3:24])[CH3:23])([CH3:21])[CH3:20], predict the reactants needed to synthesize it. The reactants are: [CH2:1]([NH:4][CH2:5][CH2:6][CH3:7])[CH2:2][CH3:3].C([BH3-])#N.[Na+].C(OC)(OC)OC.[Si:19]([O:26][CH2:27][C:28]1[CH:29]=[C:30]2[C:35](=[CH:36][CH:37]=1)[CH:34]=[C:33]([CH2:38][CH2:39][CH:40]=O)[CH:32]=[CH:31]2)([C:22]([CH3:25])([CH3:24])[CH3:23])([CH3:21])[CH3:20]. (2) Given the product [CH:32]([NH:35][C:36]([NH:1][C:2]1[S:3][C:4]2[CH:31]=[CH:30][CH:29]=[CH:28][C:5]=2[C:6]=1[C:7]([N:9]1[CH2:10][CH2:11][CH:12]([N:15]2[CH2:27][CH2:26][CH2:25][C:17]3([O:21][C:20](=[O:22])[N:19]([CH3:23])[C:18]3=[O:24])[CH2:16]2)[CH2:13][CH2:14]1)=[O:8])=[O:37])([CH3:34])[CH3:33], predict the reactants needed to synthesize it. The reactants are: [NH2:1][C:2]1[S:3][C:4]2[CH:31]=[CH:30][CH:29]=[CH:28][C:5]=2[C:6]=1[C:7]([N:9]1[CH2:14][CH2:13][CH:12]([N:15]2[CH2:27][CH2:26][CH2:25][C:17]3([O:21][C:20](=[O:22])[N:19]([CH3:23])[C:18]3=[O:24])[CH2:16]2)[CH2:11][CH2:10]1)=[O:8].[CH:32]([N:35]=[C:36]=[O:37])([CH3:34])[CH3:33]. (3) The reactants are: BrBr.[F:3][C:4]1[C:8]([S:9](=[O:18])(=[O:17])[NH:10][C@H:11]([CH3:16])[C:12]([F:15])([F:14])[F:13])=[CH:7][N:6]([CH3:19])[C:5]=1[C:20]([O:22][CH2:23][CH3:24])=[O:21].Br[C:26]1N(C)C(C(OCC)=O)=C(F)C=1S(=O)(=O)N[C@H](C)C(F)(F)F.C[Sn](C)(C)C. Given the product [F:3][C:4]1[C:8]([S:9](=[O:17])(=[O:18])[NH:10][C@H:11]([CH3:16])[C:12]([F:15])([F:14])[F:13])=[C:7]([CH3:26])[N:6]([CH3:19])[C:5]=1[C:20]([O:22][CH2:23][CH3:24])=[O:21], predict the reactants needed to synthesize it. (4) Given the product [CH3:10][S:9][C:7]1[NH:8][C:3]([CH2:2][N:12]2[CH2:17][CH2:16][O:15][CH2:14][CH2:13]2)=[CH:4][C:5](=[O:11])[N:6]=1, predict the reactants needed to synthesize it. The reactants are: Cl[CH2:2][C:3]1[NH:8][C:7]([S:9][CH3:10])=[N:6][C:5](=[O:11])[CH:4]=1.[NH:12]1[CH2:17][CH2:16][O:15][CH2:14][CH2:13]1.